This data is from Reaction yield outcomes from USPTO patents with 853,638 reactions. The task is: Predict the reaction yield, written as a fraction of the theoretical maximum amount of product (1.0 means a 100% yield; for example, 0.34 means a 34% yield). (1) The reactants are [CH3:1][N:2]1[CH2:7][CH2:6][N:5]([CH3:8])[CH2:4][CH:3]1[CH2:9][OH:10].CN1CC[O:15][CH2:14]C1.C1C([N+]([O-])=O)=CC=C([Cl-]C([O-])=O)C=1.CCN(C(C)C)C(C)C.[CH2:40]([N:47]1[CH2:52][CH2:51][NH:50][CH2:49][CH2:48]1)[C:41]1[CH:46]=[CH:45][CH:44]=[CH:43][CH:42]=1. The catalyst is C(Cl)Cl. The product is [CH2:40]([N:47]1[CH2:52][CH2:51][N:50]([C:14]([O:10][CH2:9][CH:3]2[CH2:4][N:5]([CH3:8])[CH2:6][CH2:7][N:2]2[CH3:1])=[O:15])[CH2:49][CH2:48]1)[C:41]1[CH:42]=[CH:43][CH:44]=[CH:45][CH:46]=1. The yield is 0.263. (2) The reactants are CO/[N:3]=[C:4](\[C:11]1[CH:16]=[CH:15][C:14]([Cl:17])=[CH:13][CH:12]=1)/[CH2:5][N:6]1[CH:10]=[CH:9][CH:8]=[N:7]1.O.[OH-].[Na+].C(OCC)C. The catalyst is C1COCC1. The product is [Cl:17][C:14]1[CH:15]=[CH:16][C:11]([CH:4]([NH2:3])[CH2:5][N:6]2[CH:10]=[CH:9][CH:8]=[N:7]2)=[CH:12][CH:13]=1. The yield is 0.550. (3) The reactants are Br[C:2]1[CH:3]=[CH:4][C:5]([N+:8]([O-:10])=[O:9])=[N:6][CH:7]=1.[C:11]([O:15][C:16]([N:18]1[CH2:23][CH2:22][NH:21][CH2:20][CH2:19]1)=[O:17])([CH3:14])([CH3:13])[CH3:12].CCN(C(C)C)C(C)C. The catalyst is CC#N. The product is [C:11]([O:15][C:16]([N:18]1[CH2:23][CH2:22][N:21]([C:2]2[CH:7]=[N:6][C:5]([N+:8]([O-:10])=[O:9])=[CH:4][CH:3]=2)[CH2:20][CH2:19]1)=[O:17])([CH3:14])([CH3:12])[CH3:13]. The yield is 0.800. (4) The reactants are [Cl:1][C:2]1[CH:17]=[CH:16][C:15]([Cl:18])=[CH:14][C:3]=1[O:4][C:5]1[N:9]([CH3:10])[N:8]=[C:7]([CH3:11])[C:6]=1[CH:12]=[O:13].[O-:19]Cl=O.[Na+]. The catalyst is C(O)(C)(C)C.O.CC(=CC)C. The product is [Cl:1][C:2]1[CH:17]=[CH:16][C:15]([Cl:18])=[CH:14][C:3]=1[O:4][C:5]1[N:9]([CH3:10])[N:8]=[C:7]([CH3:11])[C:6]=1[C:12]([OH:19])=[O:13]. The yield is 0.870. (5) The reactants are [O:1]=[C:2]1[CH2:6][O:5][C:4]([NH:7][CH:8]([C:10]2[CH:15]=[CH:14][CH:13]=[CH:12][CH:11]=2)[CH3:9])=[C:3]1[C:16]([O:18][CH2:19][CH3:20])=[O:17].[NH:21]1[C:29]2[C:24](=[CH:25][CH:26]=[CH:27][N:28]=2)[C:23]([CH:30]=O)=[CH:22]1.N1CCC[C@H]1C(O)=O. The catalyst is C(O)C. The product is [NH:21]1[C:29]2=[N:28][CH:27]=[CH:26][CH:25]=[C:24]2[C:23]([CH:30]=[C:6]2[O:5][C:4]([NH:7][CH:8]([C:10]3[CH:11]=[CH:12][CH:13]=[CH:14][CH:15]=3)[CH3:9])=[C:3]([C:16]([O:18][CH2:19][CH3:20])=[O:17])[C:2]2=[O:1])=[CH:22]1. The yield is 0.340. (6) The reactants are [N+]([C:4]1[CH:9]=[C:8]([N+]([O-])=O)[CH:7]=[CH:6][C:5]=1[O-:13])([O-])=O.[NH2:14][N+:15]1[CH:20]=[CH:19][C:18]2[O:21][CH2:22][CH2:23][C:17]=2[CH:16]=1.C(=O)([O-])[O-].[K+].[K+].CC(=O)C#CCC.O. The catalyst is CN(C)C=O. The product is [CH2:8]([C:9]1[C:4]([C:5](=[O:13])[CH3:6])=[C:16]2[C:17]3[CH2:23][CH2:22][O:21][C:18]=3[CH:19]=[CH:20][N:15]2[N:14]=1)[CH3:7]. The yield is 0.220. (7) The reactants are [C:1](Cl)(=[O:8])[C:2]1[CH:7]=[CH:6][CH:5]=[CH:4][CH:3]=1.[O:10]([C:22]1[CH:27]=[CH:26][C:25]([N+:28]([O-:30])=[O:29])=[CH:24][CH:23]=1)[C@@H:11]1[O:19][C@H:18]([CH2:20][OH:21])[C@H:16]([OH:17])[C@H:14]([OH:15])[C@H:12]1[OH:13].[OH2:31]. The catalyst is CN(C=O)C.N1C=CC=CC=1. The product is [C:1]([O:13][C@@H:12]1[C@@H:14]([O:15][C:1](=[O:31])[C:2]2[CH:7]=[CH:6][CH:5]=[CH:4][CH:3]=2)[C@@H:16]([OH:17])[C@@H:18]([CH2:20][O:21][C:1](=[O:8])[C:2]2[CH:7]=[CH:6][CH:5]=[CH:4][CH:3]=2)[O:19][C@H:11]1[O:10][C:22]1[CH:23]=[CH:24][C:25]([N+:28]([O-:30])=[O:29])=[CH:26][CH:27]=1)(=[O:8])[C:2]1[CH:7]=[CH:6][CH:5]=[CH:4][CH:3]=1. The yield is 0.420. (8) The reactants are FC(F)(F)C(O)=O.C([O:12][C:13](=[O:37])[CH:14]([CH2:18][S:19]([N:22]1[CH2:34][CH2:33][C:32]2[C:31]3[C:26](=[CH:27][CH:28]=[C:29]([O:35][CH3:36])[CH:30]=3)[NH:25][C:24]=2[CH2:23]1)(=[O:21])=[O:20])[CH:15]([CH3:17])[CH3:16])(C)(C)C.ClCCl.CO. The catalyst is ClCCl. The product is [CH3:36][O:35][C:29]1[CH:30]=[C:31]2[C:26](=[CH:27][CH:28]=1)[NH:25][C:24]1[CH2:23][N:22]([S:19]([CH2:18][CH:14]([CH:15]([CH3:17])[CH3:16])[C:13]([OH:37])=[O:12])(=[O:21])=[O:20])[CH2:34][CH2:33][C:32]2=1. The yield is 0.620. (9) The reactants are [Cl:1][C:2]1[CH:7]=[CH:6][C:5]([C@@H:8]2[CH2:12][N:11]([C:13]([CH:15]3[CH2:20][CH2:19][NH:18][CH2:17][CH2:16]3)=[O:14])[CH2:10][C@H:9]2[N:21]([CH3:32])[C:22](=[O:31])[O:23][C:24]2[CH:29]=[CH:28][C:27]([F:30])=[CH:26][CH:25]=2)=[CH:4][CH:3]=1.CCN(C(C)C)C(C)C.[C:42](Cl)(=[O:44])[CH3:43].CO. The catalyst is C(Cl)Cl. The product is [F:30][C:27]1[CH:26]=[CH:25][C:24]([O:23][C:22](=[O:31])[N:21]([C@H:9]2[C@H:8]([C:5]3[CH:4]=[CH:3][C:2]([Cl:1])=[CH:7][CH:6]=3)[CH2:12][N:11]([C:13]([CH:15]3[CH2:20][CH2:19][N:18]([C:42](=[O:44])[CH3:43])[CH2:17][CH2:16]3)=[O:14])[CH2:10]2)[CH3:32])=[CH:29][CH:28]=1. The yield is 0.520.